Dataset: NCI-60 drug combinations with 297,098 pairs across 59 cell lines. Task: Regression. Given two drug SMILES strings and cell line genomic features, predict the synergy score measuring deviation from expected non-interaction effect. (1) Drug 1: C1CCN(CC1)CCOC2=CC=C(C=C2)C(=O)C3=C(SC4=C3C=CC(=C4)O)C5=CC=C(C=C5)O. Drug 2: CCC1=C2CN3C(=CC4=C(C3=O)COC(=O)C4(CC)O)C2=NC5=C1C=C(C=C5)O. Cell line: NCI/ADR-RES. Synergy scores: CSS=26.4, Synergy_ZIP=-6.41, Synergy_Bliss=-0.612, Synergy_Loewe=-61.0, Synergy_HSA=-1.33. (2) Drug 1: CCN(CC)CCCC(C)NC1=C2C=C(C=CC2=NC3=C1C=CC(=C3)Cl)OC. Drug 2: C1CN(P(=O)(OC1)NCCCl)CCCl. Cell line: OVCAR3. Synergy scores: CSS=8.15, Synergy_ZIP=1.96, Synergy_Bliss=2.35, Synergy_Loewe=-10.0, Synergy_HSA=-0.205. (3) Drug 1: CC1C(C(=O)NC(C(=O)N2CCCC2C(=O)N(CC(=O)N(C(C(=O)O1)C(C)C)C)C)C(C)C)NC(=O)C3=C4C(=C(C=C3)C)OC5=C(C(=O)C(=C(C5=N4)C(=O)NC6C(OC(=O)C(N(C(=O)CN(C(=O)C7CCCN7C(=O)C(NC6=O)C(C)C)C)C)C(C)C)C)N)C. Drug 2: CCC1(CC2CC(C3=C(CCN(C2)C1)C4=CC=CC=C4N3)(C5=C(C=C6C(=C5)C78CCN9C7C(C=CC9)(C(C(C8N6C)(C(=O)OC)O)OC(=O)C)CC)OC)C(=O)OC)O.OS(=O)(=O)O. Cell line: MDA-MB-435. Synergy scores: CSS=32.8, Synergy_ZIP=-9.50, Synergy_Bliss=-7.41, Synergy_Loewe=-5.62, Synergy_HSA=-3.83. (4) Drug 1: C1CN1C2=NC(=NC(=N2)N3CC3)N4CC4. Drug 2: CS(=O)(=O)OCCCCOS(=O)(=O)C. Cell line: HCT-15. Synergy scores: CSS=31.6, Synergy_ZIP=1.12, Synergy_Bliss=3.41, Synergy_Loewe=-15.2, Synergy_HSA=2.11. (5) Drug 1: COC1=C(C=C2C(=C1)N=CN=C2NC3=CC(=C(C=C3)F)Cl)OCCCN4CCOCC4. Drug 2: C1=CC=C(C=C1)NC(=O)CCCCCCC(=O)NO. Cell line: PC-3. Synergy scores: CSS=31.7, Synergy_ZIP=0.301, Synergy_Bliss=1.94, Synergy_Loewe=6.40, Synergy_HSA=6.52. (6) Drug 1: COC1=CC(=CC(=C1O)OC)C2C3C(COC3=O)C(C4=CC5=C(C=C24)OCO5)OC6C(C(C7C(O6)COC(O7)C8=CC=CS8)O)O. Drug 2: C1CN1P(=S)(N2CC2)N3CC3. Cell line: RPMI-8226. Synergy scores: CSS=61.3, Synergy_ZIP=2.01, Synergy_Bliss=3.06, Synergy_Loewe=6.07, Synergy_HSA=8.55.